From a dataset of Reaction yield outcomes from USPTO patents with 853,638 reactions. Predict the reaction yield, written as a fraction of the theoretical maximum amount of product (1.0 means a 100% yield; for example, 0.34 means a 34% yield). (1) The reactants are [F:1][C:2]([F:14])([C:6]1[CH:11]=[CH:10][C:9]([O:12][CH3:13])=[CH:8][N:7]=1)[C:3]([OH:5])=O.Cl.[NH2:16][CH2:17][C:18]1[CH:19]=[C:20]2[C:24](=[CH:25][CH:26]=1)[C:23](=[O:27])[N:22]([CH:28]1[CH2:33][CH2:32][C:31](=[O:34])[NH:30][C:29]1=[O:35])[CH2:21]2.C(N(CC)C(C)C)(C)C.F[P-](F)(F)(F)(F)F.CN(C(N(C)C)=[N+]1C2C(=NC=CC=2)[N+]([O-])=N1)C. The catalyst is CN(C)C=O.O. The product is [O:35]=[C:29]1[CH:28]([N:22]2[CH2:21][C:20]3[C:24](=[CH:25][CH:26]=[C:18]([CH2:17][NH:16][C:3](=[O:5])[C:2]([F:1])([F:14])[C:6]4[CH:11]=[CH:10][C:9]([O:12][CH3:13])=[CH:8][N:7]=4)[CH:19]=3)[C:23]2=[O:27])[CH2:33][CH2:32][C:31](=[O:34])[NH:30]1. The yield is 0.0800. (2) The catalyst is CN(C=O)C. The yield is 0.720. The reactants are [NH:1]1[C:5]2=[N:6][CH:7]=[N:8][C:9]([NH2:10])=[C:4]2[CH:3]=[N:2]1.[I:11]N1C(=O)CCC1=O. The product is [I:11][C:3]1[C:4]2[C:5](=[N:6][CH:7]=[N:8][C:9]=2[NH2:10])[NH:1][N:2]=1. (3) The yield is 0.640. The product is [CH3:20][O:19][C:14]1[CH:13]=[CH:12][C:11]2[C:16](=[CH:17][CH:18]=[C:9]3[C:4]4[CH:5]=[CH:6][CH:7]=[CH:8][C:3]=4[CH2:2][O:22][CH:21]([C:23]4[CH:24]=[CH:25][C:26]([O:29][CH2:30][CH2:31][N:32]5[CH2:33][CH2:34][CH2:35][CH2:36][CH2:37]5)=[CH:27][CH:28]=4)[C:10]3=2)[CH:15]=1. The catalyst is Cl.C1COCC1.O. The reactants are O[CH2:2][C:3]1[CH:8]=[CH:7][CH:6]=[CH:5][C:4]=1[C:9]1[CH:18]=[CH:17][C:16]2[C:11](=[CH:12][CH:13]=[C:14]([O:19][CH3:20])[CH:15]=2)[C:10]=1[CH:21]([C:23]1[CH:28]=[CH:27][C:26]([O:29][CH2:30][CH2:31][N:32]2[CH2:37][CH2:36][CH2:35][CH2:34][CH2:33]2)=[CH:25][CH:24]=1)[OH:22]. (4) The reactants are [OH:1][CH:2]([C:5]1[N:6]=[C:7]([C:10]2[N:11]([C:15]([O:17][C:18]([CH3:21])([CH3:20])[CH3:19])=[O:16])[CH:12]=[CH:13][CH:14]=2)[S:8][CH:9]=1)[CH2:3][OH:4].[Br:22]N1C(=O)CCC1=O.O. The catalyst is O1CCCC1. The product is [Br:22][C:12]1[N:11]([C:15]([O:17][C:18]([CH3:21])([CH3:20])[CH3:19])=[O:16])[C:10]([C:7]2[S:8][CH:9]=[C:5]([CH:2]([OH:1])[CH2:3][OH:4])[N:6]=2)=[CH:14][CH:13]=1. The yield is 0.480. (5) The reactants are C(OC([N:8]([CH2:37][C:38]([O:40]C(C)(C)C)=[O:39])[C:9]1[CH:14]=[CH:13][CH:12]=[C:11]([CH:15]([CH2:26][C:27]2[CH:32]=[CH:31][C:30]([CH2:33][CH3:34])=[C:29]([CH2:35][CH3:36])[CH:28]=2)[NH:16][S:17]([C:20]2[CH:25]=[CH:24][CH:23]=[CH:22][N:21]=2)(=[O:19])=[O:18])[N:10]=1)=O)(C)(C)C.FC(F)(F)C(O)=O. The catalyst is C(Cl)Cl. The product is [CH2:35]([C:29]1[CH:28]=[C:27]([CH:32]=[CH:31][C:30]=1[CH2:33][CH3:34])[CH2:26][CH:15]([NH:16][S:17]([C:20]1[CH:25]=[CH:24][CH:23]=[CH:22][N:21]=1)(=[O:19])=[O:18])[C:11]1[N:10]=[C:9]([NH:8][CH2:37][C:38]([OH:40])=[O:39])[CH:14]=[CH:13][CH:12]=1)[CH3:36]. The yield is 0.930. (6) The reactants are Cl[CH2:2][C:3]1[CH:13]=[CH:12][C:6]2[O:7][C:8]([F:11])([F:10])[O:9][C:5]=2[CH:4]=1.[C-:14]#[N:15].[Na+].O.CC(OC)(C)C. The catalyst is CS(C)=O. The product is [F:10][C:8]1([F:11])[O:7][C:6]2[CH:12]=[CH:13][C:3]([CH2:2][C:14]#[N:15])=[CH:4][C:5]=2[O:9]1. The yield is 0.950. (7) The reactants are [N:1]1[C:11]2[C:10]3[S:12][C:13]([C:15]4[CH:16]=[CH:17][C:18]([NH2:21])=[N:19][CH:20]=4)=[CH:14][C:9]=3[CH2:8][CH2:7][O:6][C:5]=2[CH:4]=[CH:3][CH:2]=1.[C:22](OC(=O)C)(=[O:24])[CH3:23]. No catalyst specified. The product is [N:1]1[C:11]2[C:10]3[S:12][C:13]([C:15]4[CH:16]=[CH:17][C:18]([NH:21][C:22]([CH3:23])=[O:24])=[N:19][CH:20]=4)=[CH:14][C:9]=3[CH2:8][CH2:7][O:6][C:5]=2[CH:4]=[CH:3][CH:2]=1. The yield is 0.600.